This data is from Catalyst prediction with 721,799 reactions and 888 catalyst types from USPTO. The task is: Predict which catalyst facilitates the given reaction. (1) Reactant: [OH:1][CH2:2][C:3](=[CH2:7])[C:4]([OH:6])=[O:5].[Si:8](Cl)([C:21]([CH3:24])([CH3:23])[CH3:22])([C:15]1[CH:20]=[CH:19][CH:18]=[CH:17][CH:16]=1)[C:9]1[CH:14]=[CH:13][CH:12]=[CH:11][CH:10]=1.N1[CH:30]=[CH:29]N=C1.Cl. Product: [Si:8]([O:1][CH2:2][C:3](=[CH2:7])[C:4]([O:6][CH2:29][CH3:30])=[O:5])([C:21]([CH3:24])([CH3:23])[CH3:22])([C:15]1[CH:20]=[CH:19][CH:18]=[CH:17][CH:16]=1)[C:9]1[CH:14]=[CH:13][CH:12]=[CH:11][CH:10]=1. The catalyst class is: 3. (2) Product: [CH:45]1[C:57]2[CH:56]([CH2:58][O:59][C:60](=[O:77])[NH:61][C:62]3[CH:67]=[CH:66][C:65]([NH:68][C:6](=[O:8])[C:5]4[CH:9]=[CH:10][C:2]([F:1])=[CH:3][C:4]=4[OH:11])=[C:64]([O:69][CH2:70][C:71]4[CH:72]=[CH:73][CH:74]=[CH:75][CH:76]=4)[CH:63]=3)[C:55]3[C:50](=[CH:51][CH:52]=[CH:53][CH:54]=3)[C:49]=2[CH:48]=[CH:47][CH:46]=1. The catalyst class is: 31. Reactant: [F:1][C:2]1[CH:10]=[CH:9][C:5]([C:6]([OH:8])=O)=[C:4]([OH:11])[CH:3]=1.F[P-](F)(F)(F)(F)F.N1(OC(N(C)C)=[N+](C)C)C2C=CC=CC=2N=N1.C(N(C(C)C)C(C)C)C.[CH:45]1[C:57]2[CH:56]([CH2:58][O:59][C:60](=[O:77])[NH:61][C:62]3[CH:67]=[CH:66][C:65]([NH2:68])=[C:64]([O:69][CH2:70][C:71]4[CH:76]=[CH:75][CH:74]=[CH:73][CH:72]=4)[CH:63]=3)[C:55]3[C:50](=[CH:51][CH:52]=[CH:53][CH:54]=3)[C:49]=2[CH:48]=[CH:47][CH:46]=1.